Dataset: Forward reaction prediction with 1.9M reactions from USPTO patents (1976-2016). Task: Predict the product of the given reaction. (1) Given the reactants [S:1]1[CH2:6][CH2:5][C:4](=[O:7])[CH2:3][CH2:2]1.[Cl-].[CH3:9][N+:10](=[CH2:12])[CH3:11].C([Cl:16])(=O)C, predict the reaction product. The product is: [ClH:16].[CH3:9][N:10]([CH2:12][CH:3]1[C:4](=[O:7])[CH2:5][CH2:6][S:1][CH2:2]1)[CH3:11]. (2) Given the reactants Br[C:2]1[CH:11]=[C:10]2[C:5]([CH:6]=[CH:7][N:8]([CH2:13][C:14]3[CH:19]=[CH:18][C:17]([S:20]([NH2:23])(=[O:22])=[O:21])=[CH:16][CH:15]=3)[C:9]2=[O:12])=[CH:4][CH:3]=1.[C:24]1([CH2:30][C:31]#[CH:32])[CH:29]=[CH:28][CH:27]=[CH:26][CH:25]=1.C(N(CC)CC)C, predict the reaction product. The product is: [O:12]=[C:9]1[C:10]2[C:5](=[CH:4][CH:3]=[C:2]([C:32]#[C:31][CH2:30][C:24]3[CH:29]=[CH:28][CH:27]=[CH:26][CH:25]=3)[CH:11]=2)[CH:6]=[CH:7][N:8]1[CH2:13][C:14]1[CH:19]=[CH:18][C:17]([S:20]([NH2:23])(=[O:22])=[O:21])=[CH:16][CH:15]=1.